Dataset: Catalyst prediction with 721,799 reactions and 888 catalyst types from USPTO. Task: Predict which catalyst facilitates the given reaction. (1) Reactant: [CH2:1]([N:8]1[CH2:13][CH2:12][N:11]([C:14]([O:16][C:17]([CH3:20])([CH3:19])[CH3:18])=[O:15])[C@H:10]([CH2:21][N:22]([C:29](=[O:37])[CH2:30][CH2:31][C:32]([O:34]CC)=[O:33])[C:23]2[CH:28]=[CH:27][CH:26]=[CH:25][CH:24]=2)[CH2:9]1)[C:2]1[CH:7]=[CH:6][CH:5]=[CH:4][CH:3]=1.[OH-].[Li+].Cl.[Cl-].[Na+]. Product: [CH2:1]([N:8]1[CH2:13][CH2:12][N:11]([C:14]([O:16][C:17]([CH3:20])([CH3:19])[CH3:18])=[O:15])[C@H:10]([CH2:21][N:22]([C:23]2[CH:24]=[CH:25][CH:26]=[CH:27][CH:28]=2)[C:29](=[O:37])[CH2:30][CH2:31][C:32]([OH:34])=[O:33])[CH2:9]1)[C:2]1[CH:3]=[CH:4][CH:5]=[CH:6][CH:7]=1. The catalyst class is: 8. (2) Reactant: [OH-].[K+].[CH3:3][C:4]([CH2:19][CH2:20][CH:21]=[C:22]([CH3:24])[CH3:23])=[CH:5][CH2:6][O:7][C:8]1[CH:13]=[CH:12][C:11]([CH2:14][C:15]([O:17]C)=[O:16])=[CH:10][CH:9]=1.Cl. Product: [CH3:3][C:4]([CH2:19][CH2:20][CH:21]=[C:22]([CH3:24])[CH3:23])=[CH:5][CH2:6][O:7][C:8]1[CH:13]=[CH:12][C:11]([CH2:14][C:15]([OH:17])=[O:16])=[CH:10][CH:9]=1. The catalyst class is: 5. (3) Reactant: C(=O)([O-])[O-].[K+].[K+].[Cl:7][C:8]1[C:16]([Cl:17])=[C:15]2[C:11]([CH2:12][C:13]([CH:20]3[CH2:24][CH2:23][CH2:22][CH2:21]3)([CH3:19])[C:14]2=[O:18])=[CH:10][C:9]=1[OH:25].Br[CH2:27][CH2:28][CH2:29][CH2:30][C:31]#[N:32]. The catalyst class is: 21. Product: [Cl:7][C:8]1[C:16]([Cl:17])=[C:15]2[C:11]([CH2:12][C:13]([CH:20]3[CH2:24][CH2:23][CH2:22][CH2:21]3)([CH3:19])[C:14]2=[O:18])=[CH:10][C:9]=1[O:25][CH2:27][CH2:28][CH2:29][CH2:30][C:31]#[N:32]. (4) Reactant: Br[C:2]1[CH:3]=[N:4][CH:5]=[C:6]([N+:9]([O-:11])=[O:10])[C:7]=1[NH2:8].[N:12]1[CH:17]=[CH:16][CH:15]=[C:14](B(O)O)[CH:13]=1.C([O-])([O-])=O.[Na+].[Na+]. Product: [N+:9]([C:6]1[C:7]([NH2:8])=[C:2]([C:14]2[CH:13]=[N:12][CH:17]=[CH:16][CH:15]=2)[CH:3]=[N:4][CH:5]=1)([O-:11])=[O:10]. The catalyst class is: 658. (5) Reactant: N1C=CC=CC=1.C(O)(C(F)(F)F)=O.[F:14][C:15]1([F:73])[C@H:19]([O:20][C:21]([C:36]2[CH:41]=[CH:40][CH:39]=[CH:38][CH:37]=2)([C:30]2[CH:35]=[CH:34][CH:33]=[CH:32][CH:31]=2)[C:22]2[CH:27]=[CH:26][C:25]([O:28][CH3:29])=[CH:24][CH:23]=2)[C@@H:18]([CH2:42][OH:43])[O:17][C@H:16]1[N:44]1[CH:72]=[CH:71][C:48]([NH:49][C:50]([C:65]2[CH:70]=[CH:69][CH:68]=[CH:67][CH:66]=2)([C:59]2[CH:64]=[CH:63][CH:62]=[CH:61][CH:60]=2)[C:51]2[CH:56]=[CH:55][C:54]([O:57][CH3:58])=[CH:53][CH:52]=2)=[N:47][C:45]1=[O:46].C1CCC(N=C=NC2CCCCC2)CC1. Product: [F:73][C:15]1([F:14])[C@H:19]([O:20][C:21]([C:36]2[CH:37]=[CH:38][CH:39]=[CH:40][CH:41]=2)([C:30]2[CH:31]=[CH:32][CH:33]=[CH:34][CH:35]=2)[C:22]2[CH:23]=[CH:24][C:25]([O:28][CH3:29])=[CH:26][CH:27]=2)[C@@H:18]([CH:42]=[O:43])[O:17][C@H:16]1[N:44]1[CH:72]=[CH:71][C:48]([NH:49][C:50]([C:59]2[CH:60]=[CH:61][CH:62]=[CH:63][CH:64]=2)([C:65]2[CH:66]=[CH:67][CH:68]=[CH:69][CH:70]=2)[C:51]2[CH:56]=[CH:55][C:54]([O:57][CH3:58])=[CH:53][CH:52]=2)=[N:47][C:45]1=[O:46]. The catalyst class is: 58. (6) Reactant: C[O:2][C:3]([C:5]1[C:18]2[O:17][C:16]3[C:11](=[CH:12][CH:13]=[CH:14][CH:15]=3)[C:10](=[O:19])[C:9]=2[CH:8]=[CH:7][CH:6]=1)=[O:4].[OH-].[Na+]. Product: [O:19]=[C:10]1[C:9]2[CH:8]=[CH:7][CH:6]=[C:5]([C:3]([OH:4])=[O:2])[C:18]=2[O:17][C:16]2[C:11]1=[CH:12][CH:13]=[CH:14][CH:15]=2. The catalyst class is: 5. (7) Reactant: [C:1]([C:3]1[CH:8]=[CH:7][C:6]([CH2:9][CH2:10][CH:11](/[CH:21]=[CH:22]/[C:23]2[CH:28]=[CH:27][CH:26]=[CH:25][C:24]=2[OH:29])[CH2:12][CH2:13][CH2:14][CH2:15][C:16]([O:18][CH2:19][CH3:20])=[O:17])=[CH:5][CH:4]=1)#[N:2].[C:30]([C:34]1[CH:41]=[CH:40][C:37]([CH2:38]Br)=[CH:36][CH:35]=1)([CH3:33])([CH3:32])[CH3:31].C(=O)([O-])[O-].[K+].[K+]. Product: [C:30]([C:34]1[CH:35]=[CH:36][C:37]([CH2:38][O:29][C:24]2[CH:25]=[CH:26][CH:27]=[CH:28][C:23]=2/[CH:22]=[CH:21]/[CH:11]([CH2:10][CH2:9][C:6]2[CH:7]=[CH:8][C:3]([C:1]#[N:2])=[CH:4][CH:5]=2)[CH2:12][CH2:13][CH2:14][CH2:15][C:16]([O:18][CH2:19][CH3:20])=[O:17])=[CH:40][CH:41]=1)([CH3:33])([CH3:31])[CH3:32]. The catalyst class is: 10. (8) Reactant: [OH:1][C:2]1[CH:10]=[CH:9][C:8]([OH:11])=[CH:7][C:3]=1[C:4]([OH:6])=[O:5].[CH3:12][NH:13][C@H:14]([CH2:16]/[CH:17]=[CH:18]/[C:19]1[CH:20]=[N:21][CH:22]=[C:23]([O:25][CH3:26])[CH:24]=1)[CH3:15].C(OCC)(=O)C. Product: [OH:1][C:2]1[CH:10]=[CH:9][C:8]([OH:11])=[CH:7][C:3]=1[C:4]([OH:6])=[O:5].[CH3:12][NH:13][C@H:14]([CH2:16]/[CH:17]=[CH:18]/[C:19]1[CH:20]=[N:21][CH:22]=[C:23]([O:25][CH3:26])[CH:24]=1)[CH3:15]. The catalyst class is: 8. (9) Reactant: [CH3:1][O:2][C:3]1[CH:21]=[CH:20][C:6]([CH2:7][N:8]2[C:12]3=[N:13][CH:14]=[C:15]([C:17]([OH:19])=O)[CH:16]=[C:11]3[CH:10]=[CH:9]2)=[CH:5][CH:4]=1.F[C:23]1[C:28]([NH2:29])=[CH:27][CH:26]=[C:25]([F:30])[N:24]=1.CN(C=O)C.C([O-])([O-])=O.[K+].[K+]. Product: [F:30][C:25]1[N:24]=[C:23]2[O:19][C:17]([C:15]3[CH:16]=[C:11]4[CH:10]=[CH:9][N:8]([CH2:7][C:6]5[CH:5]=[CH:4][C:3]([O:2][CH3:1])=[CH:21][CH:20]=5)[C:12]4=[N:13][CH:14]=3)=[N:29][C:28]2=[CH:27][CH:26]=1. The catalyst class is: 272. (10) Reactant: [F:1][C:2]1[CH:7]=[CH:6][CH:5]=[C:4]([OH:8])[C:3]=1[OH:9].[C:10](Cl)(Cl)=[S:11].[OH-].[Na+]. Product: [F:1][C:2]1[C:3]2[O:9][C:10](=[S:11])[O:8][C:4]=2[CH:5]=[CH:6][CH:7]=1. The catalyst class is: 22.